From a dataset of Full USPTO retrosynthesis dataset with 1.9M reactions from patents (1976-2016). Predict the reactants needed to synthesize the given product. (1) The reactants are: [N:1]([CH:4]([CH2:12][O:13][CH2:14][O:15][CH3:16])[CH:5]([OH:11])[CH2:6][O:7][CH2:8][O:9][CH3:10])=[N+]=[N-].[H-].[Al+3].[Li+].[H-].[H-].[H-]. Given the product [NH2:1][CH:4]([CH2:12][O:13][CH2:14][O:15][CH3:16])[C@@H:5]([OH:11])[CH2:6][O:7][CH2:8][O:9][CH3:10], predict the reactants needed to synthesize it. (2) The reactants are: [CH3:1][O:2][C:3]1[CH:8]=[C:7]([CH3:9])[C:6]([S:10](Cl)(=[O:12])=[O:11])=[C:5]([CH3:14])[CH:4]=1.[CH3:15][C:16]1[N:20]2[CH2:21][CH2:22][NH:23][CH:24]([CH2:25][OH:26])[C:19]2=[CH:18][CH:17]=1. Given the product [CH3:1][O:2][C:3]1[CH:8]=[C:7]([CH3:9])[C:6]([S:10]([N:23]2[CH2:22][CH2:21][N:20]3[C:16]([CH3:15])=[CH:17][CH:18]=[C:19]3[CH:24]2[CH2:25][OH:26])(=[O:12])=[O:11])=[C:5]([CH3:14])[CH:4]=1, predict the reactants needed to synthesize it.